Dataset: Forward reaction prediction with 1.9M reactions from USPTO patents (1976-2016). Task: Predict the product of the given reaction. (1) Given the reactants [CH2:1]([C@@H:3]1[N:8]([CH2:9][C:10]2[CH:15]=[CH:14][C:13]([F:16])=[CH:12][CH:11]=2)[C:7](=[O:17])[C:6]([C:18]2[N:19]=[S:20]([CH3:32])(=[O:31])[C:21]3[CH:27]=[C:26]([N+:28]([O-])=O)[CH:25]=[CH:24][C:22]=3[N:23]=2)=[C:5]([OH:33])[CH2:4]1)[CH3:2], predict the reaction product. The product is: [NH2:28][C:26]1[CH:25]=[CH:24][C:22]2[N:23]=[C:18]([C:6]3[C:7](=[O:17])[N:8]([CH2:9][C:10]4[CH:11]=[CH:12][C:13]([F:16])=[CH:14][CH:15]=4)[CH:3]([CH2:1][CH3:2])[CH2:4][C:5]=3[OH:33])[N:19]=[S:20]([CH3:32])(=[O:31])[C:21]=2[CH:27]=1.[NH2:28][C:26]1[CH:25]=[CH:24][C:22]2[N:23]=[C:18]([C:6]3[C:7](=[O:17])[N:8]([CH2:9][C:10]4[CH:11]=[CH:12][C:13]([F:16])=[CH:14][CH:15]=4)[C@@H:3]([CH2:1][CH3:2])[CH2:4][C:5]=3[OH:33])[N:19]=[S:20]([CH3:32])(=[O:31])[C:21]=2[CH:27]=1. (2) Given the reactants [CH3:1][C:2]([C:7]1[CH:12]=[CH:11][C:10]([N+:13]([O-])=O)=[CH:9][CH:8]=1)([CH3:6])[CH2:3][C:4]#[N:5], predict the reaction product. The product is: [NH2:13][C:10]1[CH:9]=[CH:8][C:7]([C:2]([CH3:6])([CH3:1])[CH2:3][C:4]#[N:5])=[CH:12][CH:11]=1. (3) Given the reactants [S:1]1[CH:5]=[CH:4][C:3]2[C:6]([N:10]3[CH2:15][CH2:14][N:13]([CH2:16][CH2:17][CH2:18][CH2:19][N:20]4[C:29]5[C:24](=[CH:25][CH:26]=[CH:27][CH:28]=5)[CH:23]=[CH:22][C:21]4=[O:30])[CH2:12][CH2:11]3)=[CH:7][CH:8]=[CH:9][C:2]1=2.[Cl:31]CCCCN1C2C(=CC=CC=2)C=CC1=O.C(O)C.Cl, predict the reaction product. The product is: [ClH:31].[S:1]1[CH:5]=[CH:4][C:3]2[C:6]([N:10]3[CH2:15][CH2:14][N:13]([CH2:16][CH2:17][CH2:18][CH2:19][N:20]4[C:29]5[C:24](=[CH:25][CH:26]=[CH:27][CH:28]=5)[CH:23]=[CH:22][C:21]4=[O:30])[CH2:12][CH2:11]3)=[CH:7][CH:8]=[CH:9][C:2]1=2. (4) Given the reactants Cl[C:2]1[CH:11]=[N:10][C:9]2[C:4](=[CH:5][C:6]([Cl:12])=[CH:7][CH:8]=2)[N:3]=1.[NH3:13].CO, predict the reaction product. The product is: [Cl:12][C:6]1[CH:5]=[C:4]2[C:9]([N:10]=[CH:11][C:2]([NH2:13])=[N:3]2)=[CH:8][CH:7]=1. (5) The product is: [CH2:24]([NH:17][CH2:16][CH:15]([C:18]1[CH:23]=[CH:22][CH:21]=[CH:20][CH:19]=1)[NH:14][C:8]1[C:7]2[C:12](=[C:3]([O:2][CH3:1])[CH:4]=[CH:5][CH:6]=2)[N:11]=[C:10]([CH3:13])[CH:9]=1)[C:25]1[CH:30]=[CH:29][CH:28]=[CH:27][CH:26]=1. Given the reactants [CH3:1][O:2][C:3]1[CH:4]=[CH:5][CH:6]=[C:7]2[C:12]=1[N:11]=[C:10]([CH3:13])[CH:9]=[C:8]2[NH:14][CH:15]([C:18]1[CH:23]=[CH:22][CH:21]=[CH:20][CH:19]=1)[CH2:16][NH2:17].[CH:24](=O)[C:25]1[CH:30]=[CH:29][CH:28]=[CH:27][CH:26]=1.[BH4-].[Na+], predict the reaction product. (6) Given the reactants [F:1][C:2]([F:20])([F:19])[C:3]1[CH:4]=[C:5]([CH:16]=[CH:17][CH:18]=1)[CH2:6][O:7][C:8]1[CH:15]=[CH:14][C:11]([CH:12]=O)=[CH:10][CH:9]=1.[C:21]12([NH2:31])[CH2:30][CH:25]3[CH2:26][CH:27]([CH2:29][CH:23]([CH2:24]3)[CH2:22]1)[CH2:28]2, predict the reaction product. The product is: [C:21]12([NH:31][CH2:12][C:11]3[CH:14]=[CH:15][C:8]([O:7][CH2:6][C:5]4[CH:16]=[CH:17][CH:18]=[C:3]([C:2]([F:20])([F:19])[F:1])[CH:4]=4)=[CH:9][CH:10]=3)[CH2:28][CH:27]3[CH2:26][CH:25]([CH2:24][CH:23]([CH2:29]3)[CH2:22]1)[CH2:30]2. (7) Given the reactants [C:1](=[NH:14])([C:8]1[CH:13]=[CH:12][CH:11]=[CH:10][CH:9]=1)[C:2]1[CH:7]=[CH:6][CH:5]=[CH:4][CH:3]=1.N[C:16]1[CH:17]=[C:18]([OH:22])[CH:19]=[CH:20][CH:21]=1, predict the reaction product. The product is: [C:1](=[N:14][C:16]1[CH:17]=[C:18]([OH:22])[CH:19]=[CH:20][CH:21]=1)([C:8]1[CH:9]=[CH:10][CH:11]=[CH:12][CH:13]=1)[C:2]1[CH:7]=[CH:6][CH:5]=[CH:4][CH:3]=1. (8) The product is: [NH2:32][C:17]1[C:16]2[N:15]=[C:14]([CH2:33][CH2:34][CH3:35])[N:13]([CH2:12][CH2:11][CH2:10][CH:8]([NH:7][O:6][CH3:5])[CH3:9])[C:25]=2[C:24]2[CH:23]=[CH:22][C:21]([C:26]3[CH:27]=[CH:28][CH:29]=[CH:30][CH:31]=3)=[CH:20][C:19]=2[N:18]=1. Given the reactants C([BH3-])#N.[Na+].[CH3:5][O:6][N:7]=[C:8]([CH2:10][CH2:11][CH2:12][N:13]1[C:25]2[C:24]3[CH:23]=[CH:22][C:21]([C:26]4[CH:31]=[CH:30][CH:29]=[CH:28][CH:27]=4)=[CH:20][C:19]=3[N:18]=[C:17]([NH2:32])[C:16]=2[N:15]=[C:14]1[CH2:33][CH2:34][CH3:35])[CH3:9], predict the reaction product. (9) Given the reactants Cl[C:2]1[N:6](COCC[Si](C)(C)C)[C:5]2[CH:15]=[CH:16][CH:17]=[CH:18][C:4]=2[N:3]=1.N1CCC1.CCN(C(C)C)C(C)C, predict the reaction product. The product is: [NH:3]1[C:4]2[CH:18]=[CH:17][CH:16]=[CH:15][C:5]=2[N:6]=[CH:2]1. (10) Given the reactants CCN(C(C)C)C(C)C.Cl[C:11]1[C:12]2[CH:19]=[CH:18][NH:17][C:13]=2[N:14]=[CH:15][N:16]=1.[Br:20][C:21]1[CH:22]=[C:23]([C:28]2([CH2:34][NH2:35])[CH2:33][CH2:32][NH:31][CH2:30][CH2:29]2)[CH:24]=[C:25]([F:27])[CH:26]=1, predict the reaction product. The product is: [Br:20][C:21]1[CH:22]=[C:23]([C:28]2([CH2:34][NH2:35])[CH2:29][CH2:30][N:31]([C:11]3[C:12]4[CH:19]=[CH:18][NH:17][C:13]=4[N:14]=[CH:15][N:16]=3)[CH2:32][CH2:33]2)[CH:24]=[C:25]([F:27])[CH:26]=1.